From a dataset of Catalyst prediction with 721,799 reactions and 888 catalyst types from USPTO. Predict which catalyst facilitates the given reaction. Reactant: [NH2:1][C:2]1C=C[C:5]([CH:8](O)CC)=[CH:4][CH:3]=1.[CH3:12][C:13]1[CH2:18][CH2:17][CH2:16][C:15]([CH3:20])([CH3:19])[C:14]=1/[CH:21]=[CH:22]/[C:23](/[CH3:33])=[CH:24]/[CH:25]=[CH:26]/[C:27](/[CH3:32])=[CH:28]/[C:29]([OH:31])=O.C(Cl)CCl.C1C=CC2N(O)N=[N:44]C=2C=1. Product: [CH3:32]/[C:27](/[CH:26]=[CH:25]/[CH:24]=[C:23](\[CH3:33])/[CH:22]=[CH:21]/[C:14]1[C:15]([CH3:19])([CH3:20])[CH2:16][CH2:17][CH2:18][C:13]=1[CH3:12])=[CH:28]\[C:29]([NH:44][C:4]1[CH:3]=[CH:2][N:1]=[CH:8][CH:5]=1)=[O:31]. The catalyst class is: 3.